From a dataset of Forward reaction prediction with 1.9M reactions from USPTO patents (1976-2016). Predict the product of the given reaction. Given the reactants Cl.[Br:2][C:3]1[CH:8]=[CH:7][C:6]([C:9](=[O:14])[CH2:10][CH2:11][CH2:12][CH3:13])=[CH:5][CH:4]=1.[N:15]([O-])=[O:16].[Na+], predict the reaction product. The product is: [Br:2][C:3]1[CH:4]=[CH:5][C:6]([C:9](=[O:14])/[C:10](=[N:15]\[OH:16])/[CH2:11][CH2:12][CH3:13])=[CH:7][CH:8]=1.